This data is from Catalyst prediction with 721,799 reactions and 888 catalyst types from USPTO. The task is: Predict which catalyst facilitates the given reaction. (1) Reactant: [S:1]1[C:5]2[CH:6]=[CH:7][CH:8]=[CH:9][C:4]=2[C:3]([N:10]2[CH2:15][CH2:14][N:13]([CH2:16][CH2:17][C:18]3[CH:19]=[CH:20][CH:21]=[C:22]4[C:27]=3[NH:26][CH2:25][CH2:24][C:23]4([CH3:29])[CH3:28])[CH2:12][CH2:11]2)=[N:2]1.[CH3:30][N:31]1[CH:35]=[C:34]([S:36](Cl)(=[O:38])=[O:37])[N:33]=[C:32]1[CH3:40]. Product: [S:1]1[C:5]2[CH:6]=[CH:7][CH:8]=[CH:9][C:4]=2[C:3]([N:10]2[CH2:15][CH2:14][N:13]([CH2:16][CH2:17][C:18]3[CH:19]=[CH:20][CH:21]=[C:22]4[C:27]=3[N:26]([S:36]([C:34]3[N:33]=[C:32]([CH3:40])[N:31]([CH3:30])[CH:35]=3)(=[O:38])=[O:37])[CH2:25][CH2:24][C:23]4([CH3:29])[CH3:28])[CH2:12][CH2:11]2)=[N:2]1. The catalyst class is: 17. (2) Reactant: [Cl:1][C:2]1[C:3]2[N:10]([CH2:11][CH:12]=[O:13])[CH:9]=[C:8]([C:14]([C:20]3[CH:21]=[C:22]4[C:26](=[CH:27][CH:28]=3)[N:25]([C:29]3[CH:34]=[CH:33][C:32]([F:35])=[CH:31][CH:30]=3)[N:24]=[CH:23]4)([OH:19])[C:15]([F:18])([F:17])[F:16])[C:4]=2[N:5]=[CH:6][N:7]=1.[BH4-].[Na+]. Product: [Cl:1][C:2]1[C:3]2[N:10]([CH2:11][CH2:12][OH:13])[CH:9]=[C:8]([C:14]([C:20]3[CH:21]=[C:22]4[C:26](=[CH:27][CH:28]=3)[N:25]([C:29]3[CH:30]=[CH:31][C:32]([F:35])=[CH:33][CH:34]=3)[N:24]=[CH:23]4)([OH:19])[C:15]([F:18])([F:17])[F:16])[C:4]=2[N:5]=[CH:6][N:7]=1. The catalyst class is: 1. (3) Reactant: Br[C:2]1[N:6]2[CH:7]=[N:8][C:9]([CH3:11])=[CH:10][C:5]2=[N:4][CH:3]=1.P([O-])([O-])([O-])=O.[K+].[K+].[K+].CC1(C)C(C)(C)OB([C:28]2[CH:29]=[C:30]([C:34]3[C:35]([C:40]#[N:41])=[CH:36][CH:37]=[CH:38][CH:39]=3)[CH:31]=[CH:32][CH:33]=2)O1.CN(C)C(=O)C. Product: [CH3:11][C:9]1[N:8]=[CH:7][N:6]2[C:2]([C:32]3[CH:31]=[C:30]([C:34]4[C:35]([C:40]#[N:41])=[CH:36][CH:37]=[CH:38][CH:39]=4)[CH:29]=[CH:28][CH:33]=3)=[CH:3][N:4]=[C:5]2[CH:10]=1. The catalyst class is: 535. (4) Reactant: [NH2:1][C:2]1[CH:7]=[CH:6][C:5]([Cl:8])=[CH:4][C:3]=1[C:9]([C:11]1[CH:16]=[CH:15][CH:14]=[C:13]([O:17][CH3:18])[C:12]=1[CH3:19])=[O:10].[BH4-].[Na+].O. Product: [NH2:1][C:2]1[CH:7]=[CH:6][C:5]([Cl:8])=[CH:4][C:3]=1[CH:9]([C:11]1[CH:16]=[CH:15][CH:14]=[C:13]([O:17][CH3:18])[C:12]=1[CH3:19])[OH:10]. The catalyst class is: 5. (5) Reactant: [OH:1][C:2]1[CH:7]=[CH:6][C:5]([C:8](=[O:10])[CH3:9])=[CH:4][CH:3]=1.C(=O)([O-])[O-].[K+].[K+].[CH3:17][CH:18](I)[CH3:19]. Product: [CH3:17][CH:18]([O:1][C:2]1[CH:7]=[CH:6][C:5]([C:8](=[O:10])[CH3:9])=[CH:4][CH:3]=1)[CH3:19]. The catalyst class is: 21. (6) Reactant: [Br:1][C:2]1[CH:3]=[C:4]([CH:17]=[CH:18][CH:19]=1)[CH2:5][N:6]1[C:10]([CH3:11])=[N:9][C:8]([C:12](OCC)=[O:13])=[N:7]1.O.[NH2:21][NH2:22].CCN(CC)CC. Product: [Br:1][C:2]1[CH:3]=[C:4]([CH:17]=[CH:18][CH:19]=1)[CH2:5][N:6]1[C:10]([CH3:11])=[N:9][C:8]([C:12]([NH:21][NH2:22])=[O:13])=[N:7]1. The catalyst class is: 5.